Task: Predict the reactants needed to synthesize the given product.. Dataset: Full USPTO retrosynthesis dataset with 1.9M reactions from patents (1976-2016) (1) Given the product [F:1][CH2:2][CH2:3][N:9]1[CH2:8][C:7]([CH3:6])([CH3:18])[C:16]2[C:11](=[CH:12][C:13]([NH2:17])=[CH:14][CH:15]=2)[CH2:10]1, predict the reactants needed to synthesize it. The reactants are: [F:1][CH:2](F)[CH2:3]I.[CH3:6][C:7]1([CH3:18])[C:16]2[C:11](=[CH:12][C:13]([NH2:17])=[CH:14][CH:15]=2)[CH2:10][NH:9][CH2:8]1.BrCCF.C([O-])([O-])=O.[K+].[K+]. (2) Given the product [Cl:13][C:1]1[C:10]2[C:5](=[CH:6][CH:7]=[CH:8][CH:9]=2)[CH:4]=[CH:3][N:2]=1, predict the reactants needed to synthesize it. The reactants are: [CH:1]1[C:10]2[C:5](=[CH:6][CH:7]=[CH:8][CH:9]=2)[CH:4]=[CH:3][N+:2]=1[O-].C(Cl)(Cl)[Cl:13].P(Cl)(Cl)(Cl)=O. (3) Given the product [C:19]([C@@H:18]1[C@@H:13]2[C@@:14]([C:25]3[CH:30]=[C:29]([Br:31])[CH:28]=[CH:27][C:26]=3[F:32])([N:15]=[C:10]([NH:9][C:1](=[O:8])[C:2]3[CH:3]=[CH:4][CH:5]=[CH:6][CH:7]=3)[S:11][CH2:12]2)[CH2:16][O:17]1)(=[O:20])[CH3:33], predict the reactants needed to synthesize it. The reactants are: [C:1]([NH:9][C:10]1[S:11][CH2:12][C@@H:13]2[C@@H:18]([C:19](N(OC)C)=[O:20])[O:17][CH2:16][C@:14]2([C:25]2[CH:30]=[C:29]([Br:31])[CH:28]=[CH:27][C:26]=2[F:32])[N:15]=1)(=[O:8])[C:2]1[CH:7]=[CH:6][CH:5]=[CH:4][CH:3]=1.[CH2:33]1COCC1. (4) Given the product [C:9]1([C:15]2[NH:7][C:1]3[C:6]([C:16]=2[C:18]2[CH:19]=[CH:20][CH:21]=[CH:22][CH:23]=2)=[CH:5][CH:4]=[CH:3][CH:2]=3)[CH:14]=[CH:13][CH:12]=[CH:11][CH:10]=1, predict the reactants needed to synthesize it. The reactants are: [C:1]1([NH:7]N)[CH:6]=[CH:5][CH:4]=[CH:3][CH:2]=1.[C:9]1([CH2:15][C:16]([C:18]2[CH:23]=[CH:22][CH:21]=[CH:20][CH:19]=2)=O)[CH:14]=[CH:13][CH:12]=[CH:11][CH:10]=1.S(=O)(=O)(O)O.C(O)C.